Dataset: NCI-60 drug combinations with 297,098 pairs across 59 cell lines. Task: Regression. Given two drug SMILES strings and cell line genomic features, predict the synergy score measuring deviation from expected non-interaction effect. (1) Drug 2: C1=NNC2=C1C(=O)NC=N2. Drug 1: CC1CCC2CC(C(=CC=CC=CC(CC(C(=O)C(C(C(=CC(C(=O)CC(OC(=O)C3CCCCN3C(=O)C(=O)C1(O2)O)C(C)CC4CCC(C(C4)OC)O)C)C)O)OC)C)C)C)OC. Synergy scores: CSS=40.9, Synergy_ZIP=5.34, Synergy_Bliss=0.764, Synergy_Loewe=-48.9, Synergy_HSA=-0.394. Cell line: SR. (2) Drug 1: CC1=C(C=C(C=C1)NC(=O)C2=CC=C(C=C2)CN3CCN(CC3)C)NC4=NC=CC(=N4)C5=CN=CC=C5. Drug 2: CCN(CC)CCNC(=O)C1=C(NC(=C1C)C=C2C3=C(C=CC(=C3)F)NC2=O)C. Cell line: HOP-62. Synergy scores: CSS=-7.38, Synergy_ZIP=2.54, Synergy_Bliss=2.67, Synergy_Loewe=-2.63, Synergy_HSA=-1.78. (3) Drug 1: CN1CCC(CC1)COC2=C(C=C3C(=C2)N=CN=C3NC4=C(C=C(C=C4)Br)F)OC. Drug 2: CC1C(C(CC(O1)OC2CC(CC3=C2C(=C4C(=C3O)C(=O)C5=C(C4=O)C(=CC=C5)OC)O)(C(=O)C)O)N)O.Cl. Cell line: ACHN. Synergy scores: CSS=47.6, Synergy_ZIP=-0.614, Synergy_Bliss=3.26, Synergy_Loewe=-3.86, Synergy_HSA=5.03. (4) Drug 1: COC1=NC(=NC2=C1N=CN2C3C(C(C(O3)CO)O)O)N. Drug 2: CC1=C(C(=CC=C1)Cl)NC(=O)C2=CN=C(S2)NC3=CC(=NC(=N3)C)N4CCN(CC4)CCO. Cell line: MALME-3M. Synergy scores: CSS=-2.95, Synergy_ZIP=2.35, Synergy_Bliss=-0.874, Synergy_Loewe=-4.74, Synergy_HSA=-6.12.